This data is from Forward reaction prediction with 1.9M reactions from USPTO patents (1976-2016). The task is: Predict the product of the given reaction. (1) The product is: [Br:2][CH:11]([C:5]1[CH:10]=[CH:9][CH:8]=[CH:7][CH:6]=1)[CH2:12][CH2:13][CH2:14][CH3:15]. Given the reactants P(Br)(Br)[Br:2].[C:5]1([CH:11](O)[CH2:12][CH2:13][CH2:14][CH3:15])[CH:10]=[CH:9][CH:8]=[CH:7][CH:6]=1, predict the reaction product. (2) Given the reactants [OH:1][CH2:2][CH2:3][C:4]1([C:18]2[CH:23]=[CH:22][C:21]([O:24][CH3:25])=[CH:20][CH:19]=2)[CH2:10][CH2:9][CH2:8][C:7]2[CH:11]=[C:12]([O:15][CH3:16])[CH:13]=[CH:14][C:6]=2[CH:5]1O.C([SiH](CC)CC)C.B(F)(F)F.CCOCC.C([O-])(O)=O.[Na+], predict the reaction product. The product is: [CH3:16][O:15][C:12]1[CH:13]=[CH:14][C:6]2[CH2:5][C:4]([CH2:3][CH2:2][OH:1])([C:18]3[CH:19]=[CH:20][C:21]([O:24][CH3:25])=[CH:22][CH:23]=3)[CH2:10][CH2:9][CH2:8][C:7]=2[CH:11]=1. (3) Given the reactants C([N:3](C(C)C)[CH:4]([CH3:6])[CH3:5])C.[C:10]([O:14][C:15]([N:17]1[CH2:22][CH2:21][N:20]([C:23]2[N:28]=[CH:27][C:26]([O:29][CH2:30][C:31]3[CH:39]=[CH:38][C:34]([C:35]([OH:37])=O)=[C:33]([CH3:40])[CH:32]=3)=[CH:25][N:24]=2)[CH2:19][CH2:18]1)=[O:16])([CH3:13])([CH3:12])[CH3:11].CC(N)C.F[P-](F)(F)(F)(F)F.N1(OC(N(C)C)=[N+](C)C)C2N=CC=CC=2N=N1, predict the reaction product. The product is: [CH:4]([NH:3][C:35]([C:34]1[CH:38]=[CH:39][C:31]([CH2:30][O:29][C:26]2[CH:27]=[N:28][C:23]([N:20]3[CH2:21][CH2:22][N:17]([C:15]([O:14][C:10]([CH3:12])([CH3:13])[CH3:11])=[O:16])[CH2:18][CH2:19]3)=[N:24][CH:25]=2)=[CH:32][C:33]=1[CH3:40])=[O:37])([CH3:6])[CH3:5]. (4) Given the reactants [F:1][C:2]([F:29])([S:25](F)(=[O:27])=[O:26])[C:3]([F:24])([F:23])[C:4]([F:22])([F:21])[C:5]([F:20])([F:19])[C:6]([F:18])([F:17])[C:7]([F:16])([F:15])[C:8]([F:14])([F:13])[C:9]([F:12])([F:11])[F:10].C(N(CC)CC)C.[CH2:37]([NH2:44])[C:38]1C=[CH:42][CH:41]=[CH:40][CH:39]=1, predict the reaction product. The product is: [CH2:37]([NH:44][S:25]([C:2]([F:1])([F:29])[C:3]([F:23])([F:24])[C:4]([F:21])([F:22])[C:5]([F:20])([F:19])[C:6]([F:17])([F:18])[C:7]([F:15])([F:16])[C:8]([F:14])([F:13])[C:9]([F:12])([F:11])[F:10])(=[O:26])=[O:27])[CH2:38][CH2:39][CH2:40][CH2:41][CH3:42]. (5) Given the reactants [CH:1]1[C:11]2=[C:12]3[C:7](=[CH:8][C:9]([C@H:13]4[C@@H:17]([C:18]5[C:26]6[C:21](=[CH:22][CH:23]=[CH:24][CH:25]=6)[NH:20][CH:19]=5)[C:16](=[O:27])[NH:15][C:14]4=[O:28])=[CH:10]2)[CH2:6][CH2:5][CH2:4][N:3]3[CH:2]=1.CC(C)([O-])C.[K+], predict the reaction product. The product is: [CH:1]1[C:11]2=[C:12]3[C:7](=[CH:8][C:9]([C@H:13]4[C@H:17]([C:18]5[C:26]6[C:21](=[CH:22][CH:23]=[CH:24][CH:25]=6)[NH:20][CH:19]=5)[C:16](=[O:27])[NH:15][C:14]4=[O:28])=[CH:10]2)[CH2:6][CH2:5][CH2:4][N:3]3[CH:2]=1.